Task: Predict the product of the given reaction.. Dataset: Forward reaction prediction with 1.9M reactions from USPTO patents (1976-2016) (1) Given the reactants C([O:3][C:4]([C:6]1[C:7]2[CH2:8][C@H:9]3[CH2:21][C@H:10]3[C:11]=2[N:12]([C:14]2[CH:19]=[N:18][C:17](Br)=[CH:16][N:15]=2)[N:13]=1)=[O:5])C.[OH-:22].[Na+], predict the reaction product. The product is: [OH:22][C:17]1[N:18]=[CH:19][C:14]([N:12]2[C:11]3[C@@H:10]4[CH2:21][C@@H:9]4[CH2:8][C:7]=3[C:6]([C:4]([OH:3])=[O:5])=[N:13]2)=[N:15][CH:16]=1. (2) Given the reactants [O:1]1[C:5]2[CH:6]=[CH:7][CH:8]=[CH:9][C:4]=2[C:3]([C:10]2[CH:14]=[CH:13][O:12][C:11]=2[CH:15]=[O:16])=[N:2]1.C(O[CH:20](OCC)[C:21]1OC=[CH:24][C:25]=1[C:20](=O)[C:21]1C=CC=[CH:24][C:25]=1F)C, predict the reaction product. The product is: [O:1]1[C:5]2[CH:6]=[CH:7][CH:8]=[CH:9][C:4]=2[C:3]([C:10]2[C:14]3[CH:24]=[CH:25][CH:21]=[CH:20][C:13]=3[O:12][C:11]=2[CH:15]=[O:16])=[N:2]1. (3) Given the reactants C[O:2][C:3](=[O:17])[C:4]1[C:9]([Cl:10])=[CH:8][C:7]([C:11]2[NH:15][N:14]=[N:13][N:12]=2)=[CH:6][C:5]=1[Cl:16].B(Br)(Br)Br, predict the reaction product. The product is: [Cl:16][C:5]1[CH:6]=[C:7]([C:11]2[NH:15][N:14]=[N:13][N:12]=2)[CH:8]=[C:9]([Cl:10])[C:4]=1[C:3]([OH:17])=[O:2]. (4) Given the reactants [NH2:1][C:2]1[CH:3]=[C:4]([CH3:22])[C:5]([O:11][C:12]2[CH:17]=[CH:16][C:15]([OH:18])=[C:14]([CH2:19][CH3:20])[C:13]=2[CH3:21])=[C:6]2[C:10]=1[CH2:9][CH2:8][CH2:7]2.[C:23](OCC)(=[O:29])[C:24]([O:26][CH2:27][CH3:28])=[O:25], predict the reaction product. The product is: [CH2:19]([C:14]1[C:13]([CH3:21])=[C:12]([CH:17]=[CH:16][C:15]=1[OH:18])[O:11][C:5]1[C:4]([CH3:22])=[CH:3][C:2]([NH:1][C:23](=[O:29])[C:24]([O:26][CH2:27][CH3:28])=[O:25])=[C:10]2[C:6]=1[CH2:7][CH2:8][CH2:9]2)[CH3:20]. (5) Given the reactants [Br:1][C:2]1[CH:3]=[C:4]([C:9]([CH3:13])([CH3:12])[CH:10]=[O:11])[CH:5]=[CH:6][C:7]=1[F:8].[CH3:14][Mg+].[Br-], predict the reaction product. The product is: [Br:1][C:2]1[CH:3]=[C:4]([C:9]([CH3:13])([CH3:12])[CH:10]([OH:11])[CH3:14])[CH:5]=[CH:6][C:7]=1[F:8]. (6) Given the reactants Br[CH2:2][C:3]1[C:8]([F:9])=[CH:7][CH:6]=[CH:5][C:4]=1[F:10].[CH3:11][C:12]1[N:17]=[C:16]([SH:18])[N:15]=[C:14]([OH:19])[CH:13]=1, predict the reaction product. The product is: [F:10][C:4]1[CH:5]=[CH:6][CH:7]=[C:8]([F:9])[C:3]=1[CH2:2][S:18][C:16]1[N:15]=[C:14]([OH:19])[CH:13]=[C:12]([CH3:11])[N:17]=1. (7) Given the reactants [Cl:1][C:2]1[C:3]([C:16]2[C:21]([Cl:22])=[CH:20][N:19]=[C:18](F)[CH:17]=2)=[N:4][C:5]([NH:8][CH2:9][CH:10]2[CH2:15][CH2:14][O:13][CH2:12][CH2:11]2)=[CH:6][CH:7]=1.[NH2:24][C@H:25]1[CH2:30][CH2:29][C@H:28]([NH2:31])[CH2:27][CH2:26]1, predict the reaction product. The product is: [NH2:24][C@H:25]1[CH2:30][CH2:29][C@H:28]([NH:31][C:18]2[CH:17]=[C:16]([C:3]3[C:2]([Cl:1])=[CH:7][CH:6]=[C:5]([NH:8][CH2:9][CH:10]4[CH2:15][CH2:14][O:13][CH2:12][CH2:11]4)[N:4]=3)[C:21]([Cl:22])=[CH:20][N:19]=2)[CH2:27][CH2:26]1. (8) Given the reactants [OH:1][CH:2]1[O:6][C@H:5]2[CH2:7][C:8]([CH:10]=[O:11])=[CH:9][C@H:4]2[CH2:3]1.[CH2:12](O)[C:13]1[CH:18]=[CH:17][CH:16]=[CH:15][CH:14]=1.[O-]S([O-])(=O)=O.[Mg+2], predict the reaction product. The product is: [CH2:12]([O:1][CH:2]1[O:6][C@H:5]2[CH2:7][C:8]([CH:10]=[O:11])=[CH:9][C@H:4]2[CH2:3]1)[C:13]1[CH:18]=[CH:17][CH:16]=[CH:15][CH:14]=1. (9) Given the reactants [NH2:1][C:2]1[N:19]=[CH:18][C:5]2[N:6]=[CH:7][N:8]=[C:9]([NH:10][C:11]3[CH:16]=[CH:15][CH:14]=[C:13]([Br:17])[CH:12]=3)[C:4]=2[CH:3]=1.[C:20](O)(=[O:24])/[CH:21]=[CH:22]/[CH3:23].Cl.CN(C)CCCN=C=NCC, predict the reaction product. The product is: [Br:17][C:13]1[CH:12]=[C:11]([NH:10][C:9]2[C:4]3[CH:3]=[C:2]([NH:1][C:20](=[O:24])/[CH:21]=[CH:22]/[CH3:23])[N:19]=[CH:18][C:5]=3[N:6]=[CH:7][N:8]=2)[CH:16]=[CH:15][CH:14]=1.